From a dataset of Forward reaction prediction with 1.9M reactions from USPTO patents (1976-2016). Predict the product of the given reaction. (1) Given the reactants [Br:1][C:2]1[CH:7]=[CH:6][C:5]([OH:8])=[CH:4][C:3]=1/[CH:9]=[CH:10]/[C:11]([OH:13])=[O:12].[CH2:14](O)[CH3:15], predict the reaction product. The product is: [Br:1][C:2]1[CH:7]=[CH:6][C:5]([OH:8])=[CH:4][C:3]=1/[CH:9]=[CH:10]/[C:11]([O:13][CH2:14][CH3:15])=[O:12]. (2) Given the reactants C(OC([C:6]1[C:15](=[O:16])[C:14]2[C:9](=[N:10][C:11]([CH2:17][CH2:18][CH3:19])=[CH:12][CH:13]=2)[NH:8][CH:7]=1)=O)C.[OH-].[Na+], predict the reaction product. The product is: [CH2:17]([C:11]1[N:10]=[C:9]2[C:14]([C:15]([OH:16])=[CH:6][CH:7]=[N:8]2)=[CH:13][CH:12]=1)[CH2:18][CH3:19].